This data is from Forward reaction prediction with 1.9M reactions from USPTO patents (1976-2016). The task is: Predict the product of the given reaction. (1) The product is: [NH2:33][C:31]1[CH:30]=[CH:29][C:3]([O:4][C:5]2[CH:6]=[C:7]3[C:11](=[CH:12][C:13]=2[C:14]([NH:16][CH:17]2[CH2:22][CH2:21][O:20][CH2:19][CH2:18]2)=[O:15])[N:10]([CH:23]2[CH2:28][CH2:27][CH2:26][CH2:25][O:24]2)[N:9]=[CH:8]3)=[C:2]([F:1])[CH:32]=1. Given the reactants [F:1][C:2]1[CH:32]=[C:31]([N+:33]([O-])=O)[CH:30]=[CH:29][C:3]=1[O:4][C:5]1[CH:6]=[C:7]2[C:11](=[CH:12][C:13]=1[C:14]([NH:16][CH:17]1[CH2:22][CH2:21][O:20][CH2:19][CH2:18]1)=[O:15])[N:10]([CH:23]1[CH2:28][CH2:27][CH2:26][CH2:25][O:24]1)[N:9]=[CH:8]2, predict the reaction product. (2) Given the reactants [F:1][C:2]1[CH:24]=[CH:23][CH:22]=[C:21]([C:25]([F:28])([F:27])[F:26])[C:3]=1[C:4]([NH:6][C:7]1[S:8][C:9]2[CH:10]3[O:20][CH:13]([CH2:14][C:15]=2[C:16]=1[C:17](O)=[O:18])[CH2:12][CH2:11]3)=[O:5].[CH3:29][NH:30][CH3:31].N, predict the reaction product. The product is: [F:1][C:2]1[CH:24]=[CH:23][CH:22]=[C:21]([C:25]([F:28])([F:27])[F:26])[C:3]=1[C:4]([NH:6][C:7]1[S:8][C:9]2[CH:10]3[O:20][CH:13]([CH2:14][C:15]=2[C:16]=1[C:17]([N:30]([CH3:31])[CH3:29])=[O:18])[CH2:12][CH2:11]3)=[O:5]. (3) Given the reactants Cl.Cl.Cl.[O:4]1[C:12]2[CH:11]=[CH:10][N:9]=[C:8]([N:13]3[CH2:18][CH2:17][N:16]([CH2:19][CH2:20][C@H:21]4[CH2:26][CH2:25][C@H:24]([NH2:27])[CH2:23][CH2:22]4)[CH2:15][CH2:14]3)[C:7]=2[CH2:6][CH2:5]1.[O:28]1[CH2:33][CH2:32][O:31][CH2:30][C@H:29]1[CH2:34][C:35](O)=[O:36], predict the reaction product. The product is: [O:4]1[C:12]2[CH:11]=[CH:10][N:9]=[C:8]([N:13]3[CH2:18][CH2:17][N:16]([CH2:19][CH2:20][C@H:21]4[CH2:26][CH2:25][C@H:24]([NH:27][C:35](=[O:36])[CH2:34][C@@H:29]5[CH2:30][O:31][CH2:32][CH2:33][O:28]5)[CH2:23][CH2:22]4)[CH2:15][CH2:14]3)[C:7]=2[CH2:6][CH2:5]1. (4) Given the reactants C[O:2][C:3](=[O:15])[CH2:4][C:5]1[CH:14]=[CH:13][CH:12]=[C:11]2[C:6]=1[CH:7]=[CH:8][N:9]=[CH:10]2.[OH-].[Na+], predict the reaction product. The product is: [CH:10]1[C:11]2[C:6](=[C:5]([CH2:4][C:3]([OH:15])=[O:2])[CH:14]=[CH:13][CH:12]=2)[CH:7]=[CH:8][N:9]=1. (5) Given the reactants [OH:1][CH:2]1[C:7]2=[N:8][C:9]([CH3:16])=[C:10]([CH2:13][CH2:14]Cl)[C:11](=[O:12])[N:6]2[CH2:5][CH2:4][CH2:3]1.Cl.[F:18][C:19]1[CH:33]=[CH:32][C:22]2[C:23]([CH:26]3[CH2:31][CH2:30][NH:29][CH2:28][CH2:27]3)=[N:24][O:25][C:21]=2[CH:20]=1.CO, predict the reaction product. The product is: [CH3:16][C:9]1[N:8]=[C:7]2[N:6]([CH2:5][CH2:4][CH2:3][CH:2]2[OH:1])[C:11](=[O:12])[C:10]=1[CH2:13][CH2:14][N:29]1[CH2:28][CH2:27][CH:26]([C:23]2[C:22]3[CH:32]=[CH:33][C:19]([F:18])=[CH:20][C:21]=3[O:25][N:24]=2)[CH2:31][CH2:30]1. (6) Given the reactants C(CCC1C=CC([C:12]2[C:13]([CH3:43])([CH3:42])[C@H:14]3[C@:27]([CH3:30])([CH2:28][CH:29]=2)[C@@H:26]2[C@:17]([CH3:41])([C@@:18]4([CH3:40])[C@H:23]([CH2:24][CH2:25]2)[C@H:22]2[C@H:31]([C:34]([CH3:36])=[CH2:35])[CH2:32][CH2:33][C@:21]2([C:37]([OH:39])=[O:38])[CH2:20][CH2:19]4)[CH2:16][CH2:15]3)=CC=1)(O)=O.B([C:47]1[CH:55]=[CH:54][C:50]([C:51]([OH:53])=[O:52])=[C:49]([Cl:56])[CH:48]=1)(O)O.B(O)O, predict the reaction product. The product is: [C:51]([C:50]1[CH:54]=[CH:55][C:47]([C:12]2[C:13]([CH3:43])([CH3:42])[C@H:14]3[C@:27]([CH3:30])([CH2:28][CH:29]=2)[C@@H:26]2[C@:17]([CH3:41])([C@@:18]4([CH3:40])[C@H:23]([CH2:24][CH2:25]2)[C@H:22]2[C@H:31]([C:34]([CH3:36])=[CH2:35])[CH2:32][CH2:33][C@:21]2([C:37]([OH:39])=[O:38])[CH2:20][CH2:19]4)[CH2:16][CH2:15]3)=[CH:48][C:49]=1[Cl:56])([OH:53])=[O:52]. (7) Given the reactants [CH:1]1([CH:7]([NH:24][C:25]2[CH:33]=[CH:32][C:28]([C:29](O)=[O:30])=[CH:27][CH:26]=2)[C:8]2[C:9]([CH2:22][CH3:23])=[N:10][N:11]([C:13]3[CH:18]=[CH:17][CH:16]=[C:15]([O:19][CH2:20][CH3:21])[CH:14]=3)[CH:12]=2)[CH2:6][CH2:5][CH2:4][CH2:3][CH2:2]1.Cl.C(N=C=NCCCN(C)C)C.O.ON1C2C=CC=CC=2N=N1.[NH2:57][CH2:58][CH:59]([CH3:64])[C:60]([O:62][CH3:63])=[O:61], predict the reaction product. The product is: [CH:1]1([CH:7]([NH:24][C:25]2[CH:33]=[CH:32][C:28]([C:29]([NH:57][CH2:58][CH:59]([CH3:64])[C:60]([O:62][CH3:63])=[O:61])=[O:30])=[CH:27][CH:26]=2)[C:8]2[C:9]([CH2:22][CH3:23])=[N:10][N:11]([C:13]3[CH:18]=[CH:17][CH:16]=[C:15]([O:19][CH2:20][CH3:21])[CH:14]=3)[CH:12]=2)[CH2:2][CH2:3][CH2:4][CH2:5][CH2:6]1. (8) Given the reactants [CH3:1][NH:2][CH3:3].C([N:8]([CH:16]1[CH2:18][CH2:17]1)[C:9](=[O:15])[O:10][C:11]([CH3:14])([CH3:13])[CH3:12])(=O)C#C.[CH2:19]1C[O:22][CH2:21][CH2:20]1, predict the reaction product. The product is: [CH3:1][N:2]([CH3:3])/[CH:19]=[CH:20]/[C:21]([C:16]1([NH:8][C:9](=[O:15])[O:10][C:11]([CH3:12])([CH3:13])[CH3:14])[CH2:17][CH2:18]1)=[O:22].